This data is from Peptide-MHC class II binding affinity with 134,281 pairs from IEDB. The task is: Regression. Given a peptide amino acid sequence and an MHC pseudo amino acid sequence, predict their binding affinity value. This is MHC class II binding data. (1) The peptide sequence is YQRSEEEKFPYIMGD. The MHC is DRB1_1501 with pseudo-sequence DRB1_1501. The binding affinity (normalized) is 0.0189. (2) The peptide sequence is EKKYFAATQFEPLAY. The MHC is DRB1_0701 with pseudo-sequence DRB1_0701. The binding affinity (normalized) is 0.334. (3) The peptide sequence is EPFPKRVWEQIFSTW. The MHC is HLA-DQA10401-DQB10402 with pseudo-sequence HLA-DQA10401-DQB10402. The binding affinity (normalized) is 0.157. (4) The peptide sequence is RPLWIIFSGNMNIKL. The MHC is HLA-DPA10301-DPB10402 with pseudo-sequence HLA-DPA10301-DPB10402. The binding affinity (normalized) is 0.336. (5) The peptide sequence is SGSEAYQGVQQKWDA. The MHC is HLA-DQA10501-DQB10301 with pseudo-sequence HLA-DQA10501-DQB10301. The binding affinity (normalized) is 0.203. (6) The peptide sequence is EKKYFAATCFEPLAA. The MHC is DRB1_1602 with pseudo-sequence DRB1_1602. The binding affinity (normalized) is 0.575. (7) The peptide sequence is LVAEILRIISGGRLI. The MHC is HLA-DPA10201-DPB10501 with pseudo-sequence HLA-DPA10201-DPB10501. The binding affinity (normalized) is 0.126. (8) The peptide sequence is GFTRRFKFLLNISYL. The MHC is H-2-IAb with pseudo-sequence H-2-IAb. The binding affinity (normalized) is 0.332. (9) The peptide sequence is VSFGVWIRTPPAYRPPNAPI. The MHC is DRB1_1101 with pseudo-sequence DRB1_1101. The binding affinity (normalized) is 0.778. (10) The peptide sequence is SLGVGADQGCAINFG. The MHC is HLA-DQA10601-DQB10402 with pseudo-sequence HLA-DQA10601-DQB10402. The binding affinity (normalized) is 0.